From a dataset of Forward reaction prediction with 1.9M reactions from USPTO patents (1976-2016). Predict the product of the given reaction. (1) Given the reactants Br[C:2]1[CH:7]=[C:6]([C:8](=[O:11])[CH2:9][CH3:10])[CH:5]=[CH:4][N:3]=1.[CH3:12][S:13](C)(=[O:15])=[O:14], predict the reaction product. The product is: [CH3:12][S:13]([C:2]1[CH:7]=[C:6]([C:8](=[O:11])[CH2:9][CH3:10])[CH:5]=[CH:4][N:3]=1)(=[O:15])=[O:14]. (2) Given the reactants [CH:1]1[CH:2]=[CH:3][C:4]2[O:12][C:10](=O)[NH:9][C:7](=[O:8])[C:5]=2[CH:6]=1.[CH3:13][N:14]([CH3:22])[CH2:15][CH2:16][CH2:17][CH2:18][CH2:19]CO.C1(P(C2C=CC=CC=2)C2C=CC=CC=2)C=CC=CC=1.N(C([O-])=O)=NC([O-])=O.[OH-].[Na+], predict the reaction product. The product is: [CH3:13][N:14]([CH3:22])[CH2:15][CH2:16][CH2:17][CH2:18][CH2:19][CH2:10][NH:9][C:7](=[O:8])[C:5]1[C:4](=[CH:3][CH:2]=[CH:1][CH:6]=1)[OH:12]. (3) Given the reactants C(N1C=CC=CC1=O)(N1C=CC=CC1=O)=S.[Br:17][C:18]1[CH:23]=[CH:22][C:21]([NH:24][C:25]2[O:26][C:27]3[C:33]([CH3:34])=[CH:32][C:31]([CH3:35])=[CH:30][C:28]=3[N:29]=2)=[CH:20][CH:19]=1.BrC1C=CC(N)=CC=1.NC1C=C(C)C=C(C)C=1O.C1(N=C=NC2CCCCC2)CCCCC1, predict the reaction product. The product is: [Br:17][C:18]1[CH:19]=[CH:20][C:21]([NH:24][C:25]2[O:26][C:27]3[C:33]([CH3:34])=[CH:32][C:31]([CH3:35])=[CH:30][C:28]=3[N:29]=2)=[CH:22][CH:23]=1.